Dataset: Forward reaction prediction with 1.9M reactions from USPTO patents (1976-2016). Task: Predict the product of the given reaction. Given the reactants [C:1]1([NH2:8])[C:2]([NH2:7])=[CH:3][CH:4]=[CH:5][CH:6]=1.Cl[C:10]1[CH:11]=[C:12]2[C:17](=[CH:18][N:19]=1)[CH2:16][N:15]([C:20]1[C:25]([F:26])=[C:24]([O:27][CH3:28])[CH:23]=[C:22]([O:29][CH3:30])[C:21]=1[F:31])[C:14](=[O:32])[C:13]12[CH2:34][CH2:33]1.C1(P(C2CCCCC2)C2C(OC)=CC=C(OC)C=2C2C(C(C)C)=CC(C(C)C)=CC=2C(C)C)CCCCC1.CC(C)([O-])C.[Na+].N#N, predict the reaction product. The product is: [NH2:7][C:2]1[CH:3]=[CH:4][CH:5]=[CH:6][C:1]=1[NH:8][C:10]1[CH:11]=[C:12]2[C:17](=[CH:18][N:19]=1)[CH2:16][N:15]([C:20]1[C:25]([F:26])=[C:24]([O:27][CH3:28])[CH:23]=[C:22]([O:29][CH3:30])[C:21]=1[F:31])[C:14](=[O:32])[C:13]12[CH2:34][CH2:33]1.